From a dataset of Full USPTO retrosynthesis dataset with 1.9M reactions from patents (1976-2016). Predict the reactants needed to synthesize the given product. (1) The reactants are: Cl.[NH2:2][C:3]1[C:12]2[N:13]=[C:14]([CH2:37][CH2:38][O:39][CH3:40])[N:15]([CH2:16][CH2:17][CH2:18][N:19]([CH2:24][C:25]3[CH:26]=[C:27]([CH:34]=[CH:35][CH:36]=3)[O:28][CH2:29][C:30]([O:32][CH3:33])=[O:31])[C:20](=[O:23])[CH2:21]Cl)[C:11]=2[C:10]2[CH:9]=[CH:8][CH:7]=[CH:6][C:5]=2[N:4]=1.[NH:41]1[CH2:46][CH2:45][CH2:44][CH2:43][CH2:42]1. Given the product [NH2:2][C:3]1[C:12]2[N:13]=[C:14]([CH2:37][CH2:38][O:39][CH3:40])[N:15]([CH2:16][CH2:17][CH2:18][N:19]([CH2:24][C:25]3[CH:26]=[C:27]([CH:34]=[CH:35][CH:36]=3)[O:28][CH2:29][C:30]([O:32][CH3:33])=[O:31])[C:20](=[O:23])[CH2:21][N:41]3[CH2:46][CH2:45][CH2:44][CH2:43][CH2:42]3)[C:11]=2[C:10]2[CH:9]=[CH:8][CH:7]=[CH:6][C:5]=2[N:4]=1, predict the reactants needed to synthesize it. (2) Given the product [CH3:1][C:2]1[N:3]=[C:4]2[CH:9]=[CH:8][C:7]([NH:10][C:29]([C:26]3[CH:25]=[CH:24][C:23]([C:20]4[CH:21]=[CH:22][C:17]([C:16]([F:15])([F:32])[F:33])=[CH:18][CH:19]=4)=[CH:28][CH:27]=3)=[O:30])=[CH:6][N:5]2[C:13]=1[CH3:14], predict the reactants needed to synthesize it. The reactants are: [CH3:1][C:2]1[N:3]=[C:4]2[CH:9]=[CH:8][C:7]([N+:10]([O-])=O)=[CH:6][N:5]2[C:13]=1[CH3:14].[F:15][C:16]([F:33])([F:32])[C:17]1[CH:22]=[CH:21][C:20]([C:23]2[CH:28]=[CH:27][C:26]([C:29](O)=[O:30])=[CH:25][CH:24]=2)=[CH:19][CH:18]=1. (3) Given the product [Br:1][CH2:2][C:3]1[CH:8]=[CH:7][C:6]([S:9]([CH2:12][CH3:14])(=[O:11])=[O:10])=[CH:5][C:4]=1[Cl:13], predict the reactants needed to synthesize it. The reactants are: [Br:1][CH2:2][C:3]1[CH:8]=[CH:7][C:6]([S:9]([CH3:12])(=[O:11])=[O:10])=[CH:5][C:4]=1[Cl:13].[CH2:14](S([O-])=O)C.[Na+]. (4) The reactants are: Cl.[O:2]1CCO[CH:3]1[C:7]1[CH:16]=[CH:15][CH:14]=[C:13]2[C:8]=1[CH2:9][CH2:10][C:11](=[O:23])[N:12]2[C:17]1[CH:22]=[CH:21][CH:20]=[CH:19][CH:18]=1. Given the product [C:17]1([N:12]2[C:13]3[CH:14]=[CH:15][CH:16]=[C:7]([CH:3]=[O:2])[C:8]=3[CH2:9][CH2:10][C:11]2=[O:23])[CH:18]=[CH:19][CH:20]=[CH:21][CH:22]=1, predict the reactants needed to synthesize it. (5) Given the product [C:9]1([C:15](=[CH:1][CH3:2])[CH:16]=[O:17])[CH:14]=[CH:13][CH:12]=[CH:11][CH:10]=1, predict the reactants needed to synthesize it. The reactants are: [C:1]([O-])(=O)[CH3:2].[Na+].C(O)C.[C:9]1([CH2:15][CH:16]=[O:17])[CH:14]=[CH:13][CH:12]=[CH:11][CH:10]=1.C(=O)C.